From a dataset of Experimentally validated miRNA-target interactions with 360,000+ pairs, plus equal number of negative samples. Binary Classification. Given a miRNA mature sequence and a target amino acid sequence, predict their likelihood of interaction. (1) The miRNA is hsa-miR-4753-5p with sequence CAAGGCCAAAGGAAGAGAACAG. The protein sequence of the target gene is MAAVGPRTGPGTGAEALALAAELQGEATCSICLELFREPVSVECGHSFCRACIGRCWERPGAGSVGAATRAPPFPLPCPQCREPARPSQLRPNRQLAAVATLLRRFSLPAAAPGEHGSQAAAARAAAARCGQHGEPFKLYCQDDGRAICVVCDRAREHREHAVLPLDEAVQEAKELLESRLRVLKKELEDCEVFRSTEKKESKELLKQMAAEQEKVGAEFQALRAFLVEQEGRLLGRLEELSREVAQKQNENLAQLGVEITQLSKLSSQIQETAQKPDLDFLQEFKSTLSRCSNVPGPKP.... Result: 0 (no interaction). (2) The miRNA is mmu-miR-3074-2-3p with sequence UGUUUCAGCUCAGUAGGCAC. The protein sequence of the target gene is MASVAAARAVPVGSGLRGLQRTLPLVVILGATGTGKSTLALQLGQRLGGEIVSADSMQVYEGLDIITNKVSAQEQRICRHHMISFVDPLVTNYTVVDFRNRATALIEDIFARDKIPIVVGGTNYYIESLLWKVLVNTKPQEMGTEKVIDRKVELEKEDGLVLHKRLSQVDPEMAAKLHPHDKRKVARSLQVFEETGISHSEFLHRQHTEEGGGPLGGPLKFSNPCILWLHADQAVLDERLDKRVDDMLAAGLLEELRDFHRRYNQKNVSENSQDYQHGIFQSIGFKEFHEYLITEGKCTL.... Result: 0 (no interaction). (3) The miRNA is mmu-miR-15a-5p with sequence UAGCAGCACAUAAUGGUUUGUG. The protein sequence of the target gene is MAAMAVGGAGGSRVSSGRDLNCVPEIADTLGAVAKQGFDFLCMPVFHPRFKREFIQEPAKNRPGPQTRSDLLLSGRDWNTLIVGKLSPWIHPDSKVEKIRRNSEAAMLQELNFGAYLGLPAFLLPLNQEDNTNLARVLTNHIHTGHHSSMFWMRVPLVAPEDLRDDVIANAPTTHTEEYSGEEKTWMWWHNFRTLCDYSKRIAVALEIGADLPSNHVIDRWLGEPIKAAILPTSIFLTNKKGFPVLSKVQQRLIFRLLKLEVQFIITGTNHHSEKEFCSYLQYLEYLSQNRPPPNAYELF.... Result: 1 (interaction).